Dataset: Reaction yield outcomes from USPTO patents with 853,638 reactions. Task: Predict the reaction yield, written as a fraction of the theoretical maximum amount of product (1.0 means a 100% yield; for example, 0.34 means a 34% yield). (1) The reactants are Br[C:2]1[CH:14]=[CH:13][C:5]2[NH:6][C:7](=[O:12])[CH:8]([CH2:10][CH3:11])[S:9][C:4]=2[CH:3]=1.[N+:15]([C:18]1[CH:19]=[C:20](B(O)O)[CH:21]=[CH:22][CH:23]=1)([O-:17])=[O:16].C(=O)([O-])[O-].[K+].[K+]. The catalyst is C(COC)OC.C(O)C.O.C1C=CC([P]([Pd]([P](C2C=CC=CC=2)(C2C=CC=CC=2)C2C=CC=CC=2)([P](C2C=CC=CC=2)(C2C=CC=CC=2)C2C=CC=CC=2)[P](C2C=CC=CC=2)(C2C=CC=CC=2)C2C=CC=CC=2)(C2C=CC=CC=2)C2C=CC=CC=2)=CC=1. The product is [CH2:10]([CH:8]1[C:7](=[O:12])[NH:6][C:5]2[CH:13]=[CH:14][C:2]([C:22]3[CH:21]=[CH:20][CH:19]=[C:18]([N+:15]([O-:17])=[O:16])[CH:23]=3)=[CH:3][C:4]=2[S:9]1)[CH3:11]. The yield is 0.0730. (2) The reactants are [NH2:1][C@@H:2]([C@H:6]([OH:9])[CH2:7][CH3:8])[C:3]([OH:5])=[O:4].[C:10]([O-:13])(O)=[O:11].[Na+].[C:15]1([CH2:21][CH2:22][CH2:23][CH2:24][CH2:25]C2C(=O)N(C([O-])=O)C=CC=2)[CH:20]=[CH:19][CH:18]=[CH:17][CH:16]=1. The catalyst is O.C1COCC1. The product is [OH:9][C@H:6]([CH2:7][CH3:8])[C@H:2]([NH:1][C:10]([O:13][CH2:25][CH2:24][CH2:23][CH2:22][CH2:21][C:15]1[CH:20]=[CH:19][CH:18]=[CH:17][CH:16]=1)=[O:11])[C:3]([OH:5])=[O:4]. The yield is 0.460. (3) The reactants are C(OC([N:11]1[CH2:16][CH2:15][N:14]([CH2:17][CH2:18][C:19]([CH3:32])([CH3:31])[C:20]([N:22]2[CH2:29][CH2:28][C:25]3([CH2:27][CH2:26]3)[C@H:24]([OH:30])[CH2:23]2)=[O:21])[C:13](=[O:33])[C@@H:12]1[CH3:34])=O)C1C=CC=CC=1.Cl. No catalyst specified. The product is [OH:30][C@@H:24]1[CH2:23][N:22]([C:20](=[O:21])[C:19]([CH3:32])([CH3:31])[CH2:18][CH2:17][N:14]2[CH2:15][CH2:16][NH:11][C@@H:12]([CH3:34])[C:13]2=[O:33])[CH2:29][CH2:28][C:25]21[CH2:27][CH2:26]2. The yield is 0.990. (4) The reactants are C([O:4][C:5]1[CH:10]=[CH:9][C:8]([C:11]2[S:12][C:13]3[CH2:14][N:15]([C:20](=[O:22])[CH3:21])[CH2:16][CH2:17][C:18]=3[N:19]=2)=[CH:7][C:6]=1[F:23])(=O)C.[Na]. The catalyst is CO. The product is [F:23][C:6]1[CH:7]=[C:8]([C:11]2[S:12][C:13]3[CH2:14][N:15]([C:20](=[O:22])[CH3:21])[CH2:16][CH2:17][C:18]=3[N:19]=2)[CH:9]=[CH:10][C:5]=1[OH:4]. The yield is 0.400. (5) The reactants are [NH:1]1[C:9]2[C:4](=[CH:5][CH:6]=[CH:7][CH:8]=2)[C:3]([C:10]([OH:12])=O)=[N:2]1.[CH3:13][NH2+:14][CH3:15].ON1C2C=CC=CC=2N=N1.Cl.C(N=C=NCCCN(C)C)C.O. The catalyst is C1COCC1. The product is [CH3:13][N:14]([CH3:15])[C:10]([C:3]1[C:4]2[C:9](=[CH:8][CH:7]=[CH:6][CH:5]=2)[NH:1][N:2]=1)=[O:12]. The yield is 0.710. (6) The reactants are [F:1][C:2]1[CH:10]=[C:9]2[C:5]([C:6]([C:20]3[CH:21]=[N:22][NH:23][CH:24]=3)=[CH:7][N:8]2[S:11]([C:14]2[CH:19]=[CH:18][CH:17]=[CH:16][CH:15]=2)(=[O:13])=[O:12])=[CH:4][CH:3]=1.[O:25]1[C:29]2([CH2:34][CH2:33][CH:32](CS([O-])(=O)=O)[CH2:31][CH2:30]2)[O:28][CH2:27][CH2:26]1. No catalyst specified. The product is [O:25]1[C:29]2([CH2:34][CH2:33][CH:32]([N:23]3[CH:24]=[C:20]([C:6]4[C:5]5[C:9](=[CH:10][C:2]([F:1])=[CH:3][CH:4]=5)[N:8]([S:11]([C:14]5[CH:15]=[CH:16][CH:17]=[CH:18][CH:19]=5)(=[O:12])=[O:13])[CH:7]=4)[CH:21]=[N:22]3)[CH2:31][CH2:30]2)[O:28][CH2:27][CH2:26]1. The yield is 0.590. (7) The catalyst is CN(C)C=O. The product is [CH:3]([C:4]1[CH:5]=[C:6]([CH:10]=[CH:11][C:12]=1[O:13][CH3:14])[C:7]([NH2:20])=[O:8])=[O:2]. The yield is 0.710. The reactants are C[O:2][CH:3](OC)[C:4]1[CH:5]=[C:6]([CH:10]=[CH:11][C:12]=1[O:13][CH3:14])[C:7](O)=[O:8].[Cl-].[NH4+].O.[N:20]1(O)C2C=CC=CC=2N=N1.Cl.CN(C)CCCN=C=NCC.C(N(CC)C(C)C)(C)C.Cl.